Dataset: Forward reaction prediction with 1.9M reactions from USPTO patents (1976-2016). Task: Predict the product of the given reaction. The product is: [CH3:35][N:36]1[CH:40]=[C:39]([C:2]2[CH:3]=[CH:4][C:5]3[N:6]([C:8]([C@@H:11]([O:13][C:14]4[C:15]5[O:23][CH:22]=[C:21]([C:24]6[CH:25]=[N:26][N:27]([CH:29]7[CH2:34][CH2:33][NH:32][CH2:31][CH2:30]7)[CH:28]=6)[C:16]=5[CH:17]=[N:18][C:19]=4[NH2:20])[CH3:12])=[N:9][N:10]=3)[N:7]=2)[CH:38]=[N:37]1. Given the reactants Cl[C:2]1[CH:3]=[CH:4][C:5]2[N:6]([C:8]([C@@H:11]([O:13][C:14]3[C:15]4[O:23][CH:22]=[C:21]([C:24]5[CH:25]=[N:26][N:27]([CH:29]6[CH2:34][CH2:33][NH:32][CH2:31][CH2:30]6)[CH:28]=5)[C:16]=4[CH:17]=[N:18][C:19]=3[NH2:20])[CH3:12])=[N:9][N:10]=2)[N:7]=1.[CH3:35][N:36]1[CH:40]=[C:39](B2OC(C)(C)C(C)(C)O2)[CH:38]=[N:37]1.C([O-])([O-])=O.[K+].[K+].O1CCOCC1, predict the reaction product.